Dataset: Forward reaction prediction with 1.9M reactions from USPTO patents (1976-2016). Task: Predict the product of the given reaction. (1) Given the reactants C([O:3][C:4](=[O:14])[CH:5]=[CH:6][C:7]1[CH:12]=[CH:11][C:10]([I:13])=[CH:9][CH:8]=1)C.O.[OH-].[Li+], predict the reaction product. The product is: [I:13][C:10]1[CH:9]=[CH:8][C:7]([CH:6]=[CH:5][C:4]([OH:14])=[O:3])=[CH:12][CH:11]=1. (2) Given the reactants [NH2:1][C:2]([CH3:6])([CH3:5])[CH2:3]O.[CH3:7][S:8](Cl)(=[O:10])=[O:9], predict the reaction product. The product is: [CH3:5][C:2]1([CH3:6])[CH2:3][CH2:7][S:8](=[O:10])(=[O:9])[NH:1]1.